From a dataset of Reaction yield outcomes from USPTO patents with 853,638 reactions. Predict the reaction yield, written as a fraction of the theoretical maximum amount of product (1.0 means a 100% yield; for example, 0.34 means a 34% yield). (1) The reactants are [Cl:1][C:2]1[C:3]([NH:15][CH:16]2[CH2:21][CH2:20][CH2:19][CH:18]([NH:22]C(=O)OC(C)(C)C)[CH2:17]2)=[N:4][C:5]([NH:8][C:9]2[S:13][N:12]=[C:11]([CH3:14])[CH:10]=2)=[N:6][CH:7]=1.Cl.O1CCOCC1. The catalyst is CO.C(Cl)Cl. The product is [NH2:22][CH:18]1[CH2:19][CH2:20][CH2:21][CH:16]([NH:15][C:3]2[C:2]([Cl:1])=[CH:7][N:6]=[C:5]([NH:8][C:9]3[S:13][N:12]=[C:11]([CH3:14])[CH:10]=3)[N:4]=2)[CH2:17]1. The yield is 0.440. (2) The reactants are [NH:1]([C:10]([O:12][C:13]([CH3:16])([CH3:15])[CH3:14])=[O:11])[C@@H:2]([C:7]([OH:9])=O)[C@H:3]([CH2:5][CH3:6])[CH3:4].C1N=CN(C(N2C=NC=C2)=O)C=1.[C:29]([O:32][CH2:33][C:34]1[CH:39]=[CH:38][CH:37]=[CH:36][CH:35]=1)(=[O:31])[CH3:30].C([N-]C(C)C)(C)C.[Li+]. The catalyst is C1COCC1. The product is [C:13]([O:12][C:10]([NH:1][C@H:2]([C@@H:3]([CH3:4])[CH2:5][CH3:6])[C:7](=[O:9])[CH2:30][C:29]([O:32][CH2:33][C:34]1[CH:39]=[CH:38][CH:37]=[CH:36][CH:35]=1)=[O:31])=[O:11])([CH3:16])([CH3:15])[CH3:14]. The yield is 0.700. (3) The reactants are [NH2:1][C:2]1[CH:3]=[N:4][CH:5]=[CH:6][C:7]=1[O:8][CH3:9].OO.C(OCC)(=O)C.CCCCCC.[ClH:24]. No catalyst specified. The product is [NH2:1][C:2]1[C:3]([Cl:24])=[N:4][CH:5]=[CH:6][C:7]=1[O:8][CH3:9]. The yield is 0.800. (4) The reactants are [CH3:1][C:2]1([CH3:23])[CH:7]2[CH2:8][CH:3]1[CH2:4][CH2:5][CH:6]2[CH2:9][CH2:10][O:11][C:12]1[CH:17]=[CH:16][C:15]([C:18]#[C:19][CH2:20][CH2:21][OH:22])=[CH:14][CH:13]=1.CC1(C)C2CC1CCC2NS(C1C=CC(C#CCCO)=CC=1)(=O)=O. No catalyst specified. The product is [CH3:1][C:2]1([CH3:23])[CH:7]2[CH2:8][CH:3]1[CH2:4][CH2:5][CH:6]2[CH2:9][CH2:10][O:11][C:12]1[CH:17]=[CH:16][C:15]([CH2:18][CH2:19][CH2:20][CH2:21][OH:22])=[CH:14][CH:13]=1. The yield is 0.990. (5) The reactants are N12CCCN=C1CCCCC2.[Br:12][C:13]1[N:18]=[CH:17][C:16]([CH:19]=O)=[CH:15][CH:14]=1.[C:21]([O:25][C:26]([NH:28][CH:29](P(OC)(OC)=O)[C:30]([O:32][CH3:33])=[O:31])=[O:27])([CH3:24])([CH3:23])[CH3:22]. The catalyst is C(Cl)Cl. The product is [Br:12][C:13]1[N:18]=[CH:17][C:16]([CH:19]=[C:29]([NH:28][C:26]([O:25][C:21]([CH3:24])([CH3:23])[CH3:22])=[O:27])[C:30]([O:32][CH3:33])=[O:31])=[CH:15][CH:14]=1. The yield is 0.930. (6) The reactants are [CH3:1][C:2]1([CH3:10])[CH2:7][C:6](=[O:8])[CH2:5][C:4](=[O:9])[CH2:3]1.[CH:11]1([CH2:14][C:15](O)=[O:16])[CH2:13][CH2:12]1.C1(N=C=NC2CCCCC2)CCCCC1.C1(=O)CCCCC1=O. The catalyst is CN(C)C1C=CN=CC=1.C(Cl)Cl. The product is [CH:11]1([CH2:14][C:15]([CH:5]2[C:6](=[O:8])[CH2:7][C:2]([CH3:10])([CH3:1])[CH2:3][C:4]2=[O:9])=[O:16])[CH2:13][CH2:12]1. The yield is 0.920. (7) The reactants are [NH2:1][C:2]1[CH:3]=[C:4]([CH2:8][NH:9][C:10]([C:12]2[NH:21][C:20](=[O:22])[C:19]3[C:14](=[CH:15][CH:16]=[C:17]([C:23]#[N:24])[CH:18]=3)[N:13]=2)=[O:11])[CH:5]=[CH:6][CH:7]=1.[C:25]1([C:31]([C:48]2[CH:53]=[CH:52][CH:51]=[CH:50][CH:49]=2)([C:42]2[CH:47]=[CH:46][CH:45]=[CH:44][CH:43]=2)[N:32]2[CH:36]=[N:35][C:34]([CH2:37][CH2:38][C:39](O)=[O:40])=[N:33]2)[CH:30]=[CH:29][CH:28]=[CH:27][CH:26]=1.Cl.CN(C)CCCN=C=NCC.ON1C2C=CC=CC=2N=N1. The catalyst is CN(C=O)C. The product is [C:23]([C:17]1[CH:18]=[C:19]2[C:14](=[CH:15][CH:16]=1)[N:13]=[C:12]([C:10]([NH:9][CH2:8][C:4]1[CH:5]=[CH:6][CH:7]=[C:2]([NH:1][C:39](=[O:40])[CH2:38][CH2:37][C:34]3[N:35]=[CH:36][N:32]([C:31]([C:48]4[CH:49]=[CH:50][CH:51]=[CH:52][CH:53]=4)([C:42]4[CH:43]=[CH:44][CH:45]=[CH:46][CH:47]=4)[C:25]4[CH:30]=[CH:29][CH:28]=[CH:27][CH:26]=4)[N:33]=3)[CH:3]=1)=[O:11])[NH:21][C:20]2=[O:22])#[N:24]. The yield is 0.860. (8) The yield is 0.920. The product is [CH:5]([C:6]1[CH:7]=[C:8]([CH:11]=[CH:12][N:13]=1)[C:9]#[N:10])=[O:4]. The catalyst is O1CCOCC1. The reactants are [Se](=O)=O.[OH:4][CH2:5][C:6]1[CH:7]=[C:8]([CH:11]=[CH:12][N:13]=1)[C:9]#[N:10].ClCCl. (9) The reactants are [C:1]([O:4][C:5]1[CH:10]=[C:9]([CH3:11])[C:8]([Br:12])=[C:7]([CH2:13]Br)[CH:6]=1)(=[O:3])[CH3:2].[C:15]([O-:18])(=[O:17])[CH3:16].[Na+].C(OCC)(=O)C. The catalyst is CN(C)C=O. The product is [C:15]([O:18][CH2:13][C:7]1[CH:6]=[C:5]([O:4][C:1](=[O:3])[CH3:2])[CH:10]=[C:9]([CH3:11])[C:8]=1[Br:12])(=[O:17])[CH3:16]. The yield is 0.670.